This data is from Peptide-MHC class I binding affinity with 185,985 pairs from IEDB/IMGT. The task is: Regression. Given a peptide amino acid sequence and an MHC pseudo amino acid sequence, predict their binding affinity value. This is MHC class I binding data. (1) The binding affinity (normalized) is 0.778. The peptide sequence is DEYSSAEKI. The MHC is Mamu-A11 with pseudo-sequence Mamu-A11. (2) The peptide sequence is TENILTVLL. The MHC is HLA-B40:02 with pseudo-sequence HLA-B40:02. The binding affinity (normalized) is 0.701. (3) The peptide sequence is ATEDPSSGY. The MHC is HLA-A02:12 with pseudo-sequence HLA-A02:12. The binding affinity (normalized) is 0.0847.